Task: Regression/Classification. Given a drug SMILES string, predict its absorption, distribution, metabolism, or excretion properties. Task type varies by dataset: regression for continuous measurements (e.g., permeability, clearance, half-life) or binary classification for categorical outcomes (e.g., BBB penetration, CYP inhibition). For this dataset (lipophilicity_astrazeneca), we predict Y.. Dataset: Experimental lipophilicity measurements (octanol/water distribution) for 4,200 compounds from AstraZeneca (1) The compound is C[C@@H]1C[C@H]2[C@@H]3CCC4=CC(=O)C=C[C@]4(C)[C@@]3(F)[C@@H](O)C[C@]2(C)[C@@]1(O)C(=O)CO. The Y is 1.87 logD. (2) The compound is Nc1ccc2ncccc2c1. The Y is 1.33 logD. (3) The compound is CCn1cc(NC(=O)Cc2ccc(Oc3ccnc4cc(F)ccc34)cc2OC)cn1. The Y is 3.93 logD.